Dataset: Full USPTO retrosynthesis dataset with 1.9M reactions from patents (1976-2016). Task: Predict the reactants needed to synthesize the given product. (1) Given the product [OH:29][NH:28][C:20](=[NH:21])[C:19]1[CH:18]=[CH:17][C:16]([C:13]2[CH:14]=[N:15][C:10]([N:7]3[CH2:8][CH2:9][N:4]([CH:1]([CH3:2])[CH3:3])[CH2:5][CH2:6]3)=[CH:11][CH:12]=2)=[CH:23][CH:22]=1, predict the reactants needed to synthesize it. The reactants are: [CH:1]([N:4]1[CH2:9][CH2:8][N:7]([C:10]2[N:15]=[CH:14][C:13]([C:16]3[CH:23]=[CH:22][C:19]([C:20]#[N:21])=[CH:18][CH:17]=3)=[CH:12][CH:11]=2)[CH2:6][CH2:5]1)([CH3:3])[CH3:2].C(O)C.Cl.[NH2:28][OH:29].C(=O)([O-])[O-].[K+].[K+]. (2) Given the product [O:1]1[CH2:6][CH2:5][CH2:4][CH2:3][CH:2]1[O:7][CH2:8][CH2:9][CH2:10][C:11]1[CH:12]=[C:13]([CH2:14][OH:15])[CH:16]=[CH:17][CH:18]=1, predict the reactants needed to synthesize it. The reactants are: [O:1]1[CH2:6][CH2:5][CH2:4][CH2:3][CH:2]1[O:7][CH2:8][CH2:9][CH2:10][C:11]1[CH:12]=[C:13]([CH:16]=[CH:17][CH:18]=1)[CH:14]=[O:15].[BH4-].[Na+]. (3) The reactants are: [F:1][C:2]1[CH:10]=[CH:9][C:5]([C:6]([OH:8])=O)=[CH:4][N:3]=1.C1C=NC2N(O)N=NC=2C=1.CCN=C=NCCCN(C)C.Cl.Cl.[C:34]([C:36]1[CH:37]=[C:38]([C:41]2[O:45][N:44]=[C:43]([C@H:46]3[CH2:51][CH2:50][CH2:49][NH:48][CH2:47]3)[N:42]=2)[NH:39][CH:40]=1)#[N:35].C(N(CC)CC)C. Given the product [F:1][C:2]1[N:3]=[CH:4][C:5]([C:6]([N:48]2[CH2:49][CH2:50][CH2:51][C@H:46]([C:43]3[N:42]=[C:41]([C:38]4[NH:39][CH:40]=[C:36]([C:34]#[N:35])[CH:37]=4)[O:45][N:44]=3)[CH2:47]2)=[O:8])=[CH:9][CH:10]=1, predict the reactants needed to synthesize it. (4) Given the product [NH2:5][CH2:4][CH2:3][N:2]([CH3:1])[C:14](=[O:15])[O:16][C:17]([CH3:18])([CH3:19])[CH3:20], predict the reactants needed to synthesize it. The reactants are: [CH3:1][NH:2][CH2:3][CH2:4][NH2:5].[CH3:18][C:17]([O:16][C:14](O[C:14]([O:16][C:17]([CH3:20])([CH3:19])[CH3:18])=[O:15])=[O:15])([CH3:20])[CH3:19]. (5) Given the product [ClH:57].[NH2:49][CH2:48][C@H:45]1[CH2:44][CH2:43][C@H:42]([C:40]([NH:39][C@H:24]([C:25](=[O:38])[NH:26][C:27]2[CH:28]=[CH:29][C:30]([C:33]3[N:34]=[N:35][NH:36][N:37]=3)=[CH:31][CH:32]=2)[CH2:23][C:20]2[CH:19]=[CH:18][C:17]([C:4]3[CH:3]=[C:2]([CH3:1])[CH:7]=[C:6]([C:8]([NH:9][CH:10]4[CH2:11][CH2:12][NH:13][CH2:14][CH2:15]4)=[O:16])[CH:5]=3)=[CH:22][CH:21]=2)=[O:41])[CH2:47][CH2:46]1, predict the reactants needed to synthesize it. The reactants are: [CH3:1][C:2]1[CH:3]=[C:4]([C:17]2[CH:22]=[CH:21][C:20]([CH2:23][C@H:24]([NH:39][C:40]([C@H:42]3[CH2:47][CH2:46][C@H:45]([CH2:48][NH:49]C(=O)OC(C)(C)C)[CH2:44][CH2:43]3)=[O:41])[C:25](=[O:38])[NH:26][C:27]3[CH:32]=[CH:31][C:30]([C:33]4[N:34]=[N:35][NH:36][N:37]=4)=[CH:29][CH:28]=3)=[CH:19][CH:18]=2)[CH:5]=[C:6]([C:8](=[O:16])[NH:9][CH:10]2[CH2:15][CH2:14][NH:13][CH2:12][CH2:11]2)[CH:7]=1.[ClH:57]. (6) Given the product [ClH:1].[Cl:1][C:2]1[CH:3]=[CH:4][C:5]([CH2:6][C@@H:7]([NH:28][CH:29]2[CH2:34][CH2:33][CH:32]([C:35]3[NH:39][NH:38][NH:37][N:36]=3)[CH2:31][CH2:30]2)[C:8]([N:10]2[CH2:15][CH2:14][C:13]([CH:22]3[CH2:27][CH2:26][CH2:25][CH2:24][CH2:23]3)([CH2:16][N:17]3[CH:21]=[N:20][CH:19]=[N:18]3)[CH2:12][CH2:11]2)=[O:9])=[CH:40][CH:41]=1, predict the reactants needed to synthesize it. The reactants are: [Cl:1][C:2]1[CH:41]=[CH:40][C:5]([CH2:6][C@@H:7]([NH:28][CH:29]2[CH2:34][CH2:33][CH:32]([C:35]3[NH:39][NH:38][NH:37][N:36]=3)[CH2:31][CH2:30]2)[C:8]([N:10]2[CH2:15][CH2:14][C:13]([CH:22]3[CH2:27][CH2:26][CH2:25][CH2:24][CH2:23]3)([CH2:16][N:17]3[CH:21]=[N:20][CH:19]=[N:18]3)[CH2:12][CH2:11]2)=[O:9])=[CH:4][CH:3]=1.Cl. (7) Given the product [Cl:1][C:2]1[C:7]2[CH:8]=[N:13][NH:14][C:6]=2[CH:5]=[C:4]([CH3:11])[N:3]=1, predict the reactants needed to synthesize it. The reactants are: [Cl:1][C:2]1[C:7]([CH:8]=O)=[C:6](Cl)[CH:5]=[C:4]([CH3:11])[N:3]=1.O.[NH2:13][NH2:14]. (8) Given the product [CH3:1][N:2]([C:4]1[CH:9]=[CH:8][CH:7]=[CH:6][CH:5]=1)[N:3]=[CH:13][C:12]1[CH:15]=[C:16]([OH:20])[C:17]([OH:19])=[CH:18][C:11]=1[OH:10], predict the reactants needed to synthesize it. The reactants are: [CH3:1][N:2]([C:4]1[CH:9]=[CH:8][CH:7]=[CH:6][CH:5]=1)[NH2:3].[OH:10][C:11]1[CH:18]=[C:17]([OH:19])[C:16]([OH:20])=[CH:15][C:12]=1[CH:13]=O. (9) Given the product [Cl:1][C:2]1[CH:3]=[C:4]([CH:14]=[CH:15][C:16]=1[Cl:17])[CH2:5][N:6]1[CH2:11][CH2:10][O:9][CH:8]([CH2:12][NH:13][C:30](=[O:31])[CH2:29][C:27]2[N:28]=[C:24]([C:19]3[CH:20]=[N:21][CH:22]=[CH:23][N:18]=3)[S:25][CH:26]=2)[CH2:7]1, predict the reactants needed to synthesize it. The reactants are: [Cl:1][C:2]1[CH:3]=[C:4]([CH:14]=[CH:15][C:16]=1[Cl:17])[CH2:5][N:6]1[CH2:11][CH2:10][O:9][CH:8]([CH2:12][NH2:13])[CH2:7]1.[N:18]1[CH:23]=[CH:22][N:21]=[CH:20][C:19]=1[C:24]1[S:25][CH:26]=[C:27]([CH2:29][C:30](O)=[O:31])[N:28]=1.